From a dataset of Catalyst prediction with 721,799 reactions and 888 catalyst types from USPTO. Predict which catalyst facilitates the given reaction. (1) Product: [CH3:7][O:8][C:9]1[CH:10]=[CH:11][C:12]([CH:15]([CH2:18][CH2:19][C:20]2[CH:25]=[CH:24][CH:23]=[CH:22][CH:21]=2)[CH2:16][NH2:17])=[CH:13][CH:14]=1. Reactant: [H-].[Al+3].[Li+].[H-].[H-].[H-].[CH3:7][O:8][C:9]1[CH:14]=[CH:13][C:12]([CH:15]([CH2:18][CH2:19][C:20]2[CH:25]=[CH:24][CH:23]=[CH:22][CH:21]=2)[C:16]#[N:17])=[CH:11][CH:10]=1.C(C(C(C([O-])=O)O)O)([O-])=O.[Na+].[K+]. The catalyst class is: 7. (2) Reactant: Br[CH2:2]/[CH:3]=[CH:4]/[CH2:5][N:6]1[C:10]2[CH:11]=[CH:12][CH:13]=[CH:14][C:9]=2[N:8]([C:15]2[CH:20]=[CH:19][C:18]([F:21])=[CH:17][C:16]=2[F:22])[S:7]1(=[O:24])=[O:23].[CH3:25][NH2:26]. Product: [F:22][C:16]1[CH:17]=[C:18]([F:21])[CH:19]=[CH:20][C:15]=1[N:8]1[C:9]2[CH:14]=[CH:13][CH:12]=[CH:11][C:10]=2[N:6]([CH2:5]/[CH:4]=[CH:3]/[CH2:2][NH:26][CH3:25])[S:7]1(=[O:24])=[O:23]. The catalyst class is: 5. (3) Reactant: [Cl-].[NH4+].[Br:3][C:4]1[C:9]([C:10]([F:13])([F:12])[F:11])=[CH:8][C:7]([OH:14])=[C:6]([N+:15]([O-])=O)[CH:5]=1. Product: [NH2:15][C:6]1[CH:5]=[C:4]([Br:3])[C:9]([C:10]([F:13])([F:11])[F:12])=[CH:8][C:7]=1[OH:14]. The catalyst class is: 284. (4) Reactant: [Br:1][C:2]1[CH:3]=[C:4]([C:8]2([CH3:15])[CH2:13][O:12][CH2:11][C:10]([NH2:14])=[N:9]2)[CH:5]=[CH:6][CH:7]=1.C(N([CH:22]([CH3:24])[CH3:23])C(C)C)C.[C:25](O[C:25]([O:27][C:28]([CH3:31])([CH3:30])[CH3:29])=[O:26])([O:27][C:28]([CH3:31])([CH3:30])[CH3:29])=[O:26].CN(C)C=[O:43]. Product: [C:28]([O:27][C:25](=[O:26])[NH:14][C:10]1[CH2:11][O:12][CH2:13][C:8]([C:4]2[CH:5]=[CH:6][CH:7]=[C:2]([Br:1])[CH:3]=2)([CH3:15])[N:9]=1)([CH3:31])([CH3:30])[CH3:29].[NH2:14][C:10]1[NH:9][O:43][CH:24]=[CH:22][CH:23]=1. The catalyst class is: 4. (5) Reactant: CC1C(C)=C(C)C(C)=C(C)C=1.CCCCCCC.B(Cl)(Cl)Cl.[S:23]1[C:27]2[CH:28]=[CH:29][CH:30]=[CH:31][C:26]=2[CH:25]=[C:24]1[CH2:32][C:33]1[CH:34]=[C:35]([C@@H:40]2[O:69][C@H:68]([CH2:70][O:71]CC3C=CC=CC=3)[C@@H:59]([O:60]CC3C=CC=CC=3)[C@H:50]([O:51]CC3C=CC=CC=3)[C@H:41]2[O:42]CC2C=CC=CC=2)[CH:36]=[CH:37][C:38]=1[F:39]. Product: [S:23]1[C:27]2[CH:28]=[CH:29][CH:30]=[CH:31][C:26]=2[CH:25]=[C:24]1[CH2:32][C:33]1[CH:34]=[C:35]([C@@H:40]2[O:69][C@H:68]([CH2:70][OH:71])[C@@H:59]([OH:60])[C@H:50]([OH:51])[C@H:41]2[OH:42])[CH:36]=[CH:37][C:38]=1[F:39]. The catalyst class is: 98. (6) Reactant: [Cl:1][C:2]1[CH:7]=[CH:6][C:5]([C:8]2[O:9][C:10]3[CH:16]=[CH:15][CH:14]=[C:13]([CH3:17])[C:11]=3[N:12]=2)=[CH:4][CH:3]=1.[Br:18]N1C(=O)CCC1=O. Product: [Cl:1][C:2]1[CH:3]=[CH:4][C:5]([C:8]2[O:9][C:10]3[CH:16]=[CH:15][CH:14]=[C:13]([CH2:17][Br:18])[C:11]=3[N:12]=2)=[CH:6][CH:7]=1. The catalyst class is: 734. (7) Reactant: [Cl:1][C:2]1[CH:3]=[C:4]2[CH:10]=[CH:9][NH:8][C:5]2=[N:6][CH:7]=1.[H-].[Na+].Cl[C:14]1[N:18]([CH3:19])[N:17]=[C:16]([CH3:20])[C:15]=1[CH:21]=[O:22].O. Product: [Cl:1][C:2]1[CH:3]=[C:4]2[CH:10]=[CH:9][N:8]([C:14]3[N:18]([CH3:19])[N:17]=[C:16]([CH3:20])[C:15]=3[CH:21]=[O:22])[C:5]2=[N:6][CH:7]=1. The catalyst class is: 9. (8) Reactant: [NH2:1][C:2]1[CH:28]=[C:27]([O:29][CH3:30])[CH:26]=[CH:25][C:3]=1[NH:4][CH2:5][CH2:6][N:7]1[CH2:12][CH2:11][N:10]([C:13]2[CH:18]=[CH:17][C:16]([O:19][CH3:20])=[C:15]([C:21]([F:24])([F:23])[F:22])[CH:14]=2)[CH2:9][CH2:8]1.[C:31](N1C=CN=C1)(N1C=CN=C1)=[O:32]. Product: [CH3:30][O:29][C:27]1[CH:26]=[CH:25][C:3]2[N:4]([CH2:5][CH2:6][N:7]3[CH2:12][CH2:11][N:10]([C:13]4[CH:18]=[CH:17][C:16]([O:19][CH3:20])=[C:15]([C:21]([F:22])([F:24])[F:23])[CH:14]=4)[CH2:9][CH2:8]3)[C:31](=[O:32])[NH:1][C:2]=2[CH:28]=1. The catalyst class is: 7. (9) Reactant: [C:1]([Si:5]([CH3:19])([CH3:18])[N:6]1[C:10]2=[N:11][CH:12]=[C:13]([S:15][CH2:16][CH3:17])[CH:14]=[C:9]2[CH2:8][CH2:7]1)([CH3:4])([CH3:3])[CH3:2].ClC1C(=O)C(C#N)=C(C#N)C(=O)C=1Cl. Product: [C:1]([Si:5]([CH3:19])([CH3:18])[N:6]1[C:10]2=[N:11][CH:12]=[C:13]([S:15][CH2:16][CH3:17])[CH:14]=[C:9]2[CH:8]=[CH:7]1)([CH3:3])([CH3:4])[CH3:2]. The catalyst class is: 4. (10) Reactant: Cl.[CH:2]1[C:12]2[CH2:11][CH2:10][C:9]3[CH:13]=[CH:14][CH:15]=[CH:16][C:8]=3[C:7](=[CH:17][CH2:18][CH2:19][NH2:20])[C:6]=2[CH:5]=[CH:4][CH:3]=1.C(N(CC)CC)C.[C:28]([C:30]1[CH:35]=[CH:34][C:33]([S:36](Cl)(=[O:38])=[O:37])=[CH:32][CH:31]=1)#[N:29]. Product: [CH:2]1[C:12]2[CH2:11][CH2:10][C:9]3[CH:13]=[CH:14][CH:15]=[CH:16][C:8]=3[C:7](=[CH:17][CH2:18][CH2:19][NH:20][S:36]([C:33]3[CH:32]=[CH:31][C:30]([C:28]#[N:29])=[CH:35][CH:34]=3)(=[O:38])=[O:37])[C:6]=2[CH:5]=[CH:4][CH:3]=1. The catalyst class is: 3.